From a dataset of Forward reaction prediction with 1.9M reactions from USPTO patents (1976-2016). Predict the product of the given reaction. (1) Given the reactants [Cl:1][C:2]1[CH:29]=[CH:28][C:5]2[N:6]3[C:10]([CH2:11][N:12]([CH3:14])[CH2:13][C:4]=2[CH:3]=1)=[N:9][N:8]=[C:7]3[CH:15]1[CH2:20][CH2:19][C:18]([C:21]2[CH:26]=[CH:25][CH:24]=[CH:23][C:22]=2[CH3:27])=[CH:17][CH2:16]1.[H][H], predict the reaction product. The product is: [Cl:1][C:2]1[CH:29]=[CH:28][C:5]2[N:6]3[C:10]([CH2:11][N:12]([CH3:14])[CH2:13][C:4]=2[CH:3]=1)=[N:9][N:8]=[C:7]3[C@H:15]1[CH2:16][CH2:17][C@@H:18]([C:21]2[CH:26]=[CH:25][CH:24]=[CH:23][C:22]=2[CH3:27])[CH2:19][CH2:20]1.[Cl:1][C:2]1[CH:29]=[CH:28][C:5]2[N:6]3[C:10]([CH2:11][N:12]([CH3:14])[CH2:13][C:4]=2[CH:3]=1)=[N:9][N:8]=[C:7]3[C@H:15]1[CH2:16][CH2:17][C@H:18]([C:21]2[CH:26]=[CH:25][CH:24]=[CH:23][C:22]=2[CH3:27])[CH2:19][CH2:20]1.[CH3:14][N:12]1[CH2:11][C:10]2[N:6]([C:7]([C@H:15]3[CH2:16][CH2:17][C@@H:18]([C:21]4[CH:26]=[CH:25][CH:24]=[CH:23][C:22]=4[CH3:27])[CH2:19][CH2:20]3)=[N:8][N:9]=2)[C:5]2[CH:28]=[CH:29][CH:2]=[CH:3][C:4]=2[CH2:13]1. (2) Given the reactants C(O)(=O)C.[F:5][C:6]([F:26])([F:25])[O:7][C:8]1[CH:13]=[CH:12][C:11]([N:14]2[CH2:18][CH2:17][C:16]3([CH2:23][CH2:22][NH:21][CH2:20][CH2:19]3)[C:15]2=[O:24])=[CH:10][CH:9]=1.[O:27]([CH2:34][C:35](Cl)=[O:36])[C:28]1[CH:33]=[CH:32][CH:31]=[CH:30][CH:29]=1, predict the reaction product. The product is: [O:27]([CH2:34][C:35]([N:21]1[CH2:20][CH2:19][C:16]2([C:15](=[O:24])[N:14]([C:11]3[CH:12]=[CH:13][C:8]([O:7][C:6]([F:5])([F:25])[F:26])=[CH:9][CH:10]=3)[CH2:18][CH2:17]2)[CH2:23][CH2:22]1)=[O:36])[C:28]1[CH:33]=[CH:32][CH:31]=[CH:30][CH:29]=1.